This data is from Catalyst prediction with 721,799 reactions and 888 catalyst types from USPTO. The task is: Predict which catalyst facilitates the given reaction. (1) The catalyst class is: 3. Reactant: Br[CH2:2][CH2:3][CH2:4][O:5][C:6]1[C:31]([O:32][CH3:33])=[CH:30][C:9]2[C:10]3[N:15]([CH:16]([C:18]([CH3:23])([CH3:22])[CH2:19][O:20][CH3:21])[CH2:17][C:8]=2[CH:7]=1)[CH:14]=[C:13]([C:24]([O:26][CH2:27][CH3:28])=[O:25])[C:12](=[O:29])[CH:11]=3.[NH:34]1[CH:38]=[CH:37][CH:36]=[N:35]1.C([O-])([O-])=O.[K+].[K+]. Product: [CH3:33][O:32][C:31]1[C:6]([O:5][CH2:4][CH2:3][CH2:2][N:34]2[CH:38]=[CH:37][CH:36]=[N:35]2)=[CH:7][C:8]2[CH2:17][CH:16]([C:18]([CH3:22])([CH3:23])[CH2:19][O:20][CH3:21])[N:15]3[C:10](=[CH:11][C:12](=[O:29])[C:13]([C:24]([O:26][CH2:27][CH3:28])=[O:25])=[CH:14]3)[C:9]=2[CH:30]=1. (2) Reactant: [Cl:1][C:2]1[CH:7]=[C:6]([Cl:8])[CH:5]=[CH:4][C:3]=1[C:9]1[C:10]([C:24]#[N:25])=[CH:11][C:12]2[N:13]([C:15]([N:18]3[CH2:23][CH2:22][O:21][CH2:20][CH2:19]3)=[N:16][N:17]=2)[CH:14]=1.B.C1COCC1. Product: [Cl:1][C:2]1[CH:7]=[C:6]([Cl:8])[CH:5]=[CH:4][C:3]=1[C:9]1[C:10]([CH2:24][NH2:25])=[CH:11][C:12]2[N:13]([C:15]([N:18]3[CH2:23][CH2:22][O:21][CH2:20][CH2:19]3)=[N:16][N:17]=2)[CH:14]=1. The catalyst class is: 36. (3) Reactant: C[O:2][C:3](=[O:26])[C:4]1[CH:9]=[CH:8][C:7]([C:10]2[CH:15]=[CH:14][N:13]=[C:12]([CH3:16])[C:11]=2[C:17]#[C:18][C:19]2[CH:20]=[N:21][C:22]([NH2:25])=[CH:23][CH:24]=2)=[CH:6][CH:5]=1.[OH-].[Na+].Cl. Product: [NH2:25][C:22]1[N:21]=[CH:20][C:19]([C:18]#[C:17][C:11]2[C:12]([CH3:16])=[N:13][CH:14]=[CH:15][C:10]=2[C:7]2[CH:6]=[CH:5][C:4]([C:3]([OH:26])=[O:2])=[CH:9][CH:8]=2)=[CH:24][CH:23]=1. The catalyst class is: 1. (4) Reactant: [N+:1]([C:4]1[CH:5]=[C:6]2[C:10](=[CH:11][CH:12]=1)[NH:9][CH2:8][CH2:7]2)([O-:3])=[O:2].[CH3:13][C:14]([O:17][C:18](O[C:18]([O:17][C:14]([CH3:16])([CH3:15])[CH3:13])=[O:19])=[O:19])([CH3:16])[CH3:15]. Product: [N+:1]([C:4]1[CH:5]=[C:6]2[C:10](=[CH:11][CH:12]=1)[N:9]([C:18]([O:17][C:14]([CH3:16])([CH3:15])[CH3:13])=[O:19])[CH2:8][CH2:7]2)([O-:3])=[O:2]. The catalyst class is: 230. (5) Reactant: [Cl:1][C:2]1[CH:32]=[CH:31][CH:30]=[C:29]([Cl:33])[C:3]=1[C:4]([NH:6][C@H:7]([C:26]([OH:28])=[O:27])[CH2:8][C:9]1[CH:14]=[CH:13][C:12]([O:15][CH2:16][CH2:17][CH2:18][NH:19][C:20]2[CH:25]=[CH:24][CH:23]=[CH:22][N:21]=2)=[CH:11][CH:10]=1)=[O:5].C(=O)([O-])[O-].[K+].[K+].Cl[CH2:41][C:42]([N:44]([CH3:46])[CH3:45])=[O:43]. Product: [Cl:1][C:2]1[CH:32]=[CH:31][CH:30]=[C:29]([Cl:33])[C:3]=1[C:4]([NH:6][C@H:7]([C:26]([O:28][CH2:41][C:42]([N:44]([CH3:46])[CH3:45])=[O:43])=[O:27])[CH2:8][C:9]1[CH:14]=[CH:13][C:12]([O:15][CH2:16][CH2:17][CH2:18][NH:19][C:20]2[CH:25]=[CH:24][CH:23]=[CH:22][N:21]=2)=[CH:11][CH:10]=1)=[O:5]. The catalyst class is: 3. (6) Reactant: [Cl:1][C:2]1[CH:3]=[C:4]2[C:9](=[CH:10][C:11]=1[C:12]([N:14]1[CH2:18][CH2:17][CH2:16][CH2:15]1)=[O:13])[N:8]=[CH:7][N:6]=[C:5]2[NH:19][CH:20]([C:26]1[N:30](C(OC(C)(C)C)=O)[C:29]2[CH:38]=[CH:39][C:40]([Cl:42])=[CH:41][C:28]=2[N:27]=1)[CH2:21][CH2:22][C:23](O)=[O:24].[OH:43][CH:44]1[CH2:49][CH2:48][NH:47][CH2:46][CH2:45]1.CN(C(ON1N=NC2C=CC=CC1=2)=[N+](C)C)C.[B-](F)(F)(F)F.FC(F)(F)C(O)=O. Product: [Cl:1][C:2]1[CH:3]=[C:4]2[C:9](=[CH:10][C:11]=1[C:12]([N:14]1[CH2:18][CH2:17][CH2:16][CH2:15]1)=[O:13])[N:8]=[CH:7][N:6]=[C:5]2[NH:19][CH:20]([C:26]1[NH:30][C:29]2[CH:38]=[CH:39][C:40]([Cl:42])=[CH:41][C:28]=2[N:27]=1)[CH2:21][CH2:22][C:23]([N:47]1[CH2:48][CH2:49][CH:44]([OH:43])[CH2:45][CH2:46]1)=[O:24]. The catalyst class is: 783. (7) Reactant: [F:1][C:2]1[CH:23]=[CH:22][CH:21]=[C:20]([F:24])[C:3]=1[CH2:4][O:5][C:6]1[C:7]2[N:8]([C:13]([C:17]([OH:19])=O)=[C:14]([CH3:16])[N:15]=2)[CH:9]=[C:10]([CH3:12])[N:11]=1.CN(C(ON1N=NC2C=CC=NC1=2)=[N+](C)C)C.F[P-](F)(F)(F)(F)F.C(N(CC)C(C)C)(C)C.[NH2:58][C@H:59]1[CH2:63][CH2:62][NH:61][C:60]1=[O:64]. Product: [F:24][C:20]1[CH:21]=[CH:22][CH:23]=[C:2]([F:1])[C:3]=1[CH2:4][O:5][C:6]1[C:7]2[N:8]([C:13]([C:17]([NH:58][C@H:59]3[CH2:63][CH2:62][NH:61][C:60]3=[O:64])=[O:19])=[C:14]([CH3:16])[N:15]=2)[CH:9]=[C:10]([CH3:12])[N:11]=1. The catalyst class is: 3. (8) Reactant: [NH2:1][C:2]1[CH:7]=[CH:6][C:5]([Br:8])=[CH:4][N:3]=1.[C:9]1([CH3:19])[CH:14]=[CH:13][C:12]([S:15](Cl)(=[O:17])=[O:16])=[CH:11][CH:10]=1. Product: [Br:8][C:5]1[CH:6]=[CH:7][C:2]([NH:1][S:15]([C:12]2[CH:13]=[CH:14][C:9]([CH3:19])=[CH:10][CH:11]=2)(=[O:17])=[O:16])=[N:3][CH:4]=1. The catalyst class is: 228.